Predict the reactants needed to synthesize the given product. From a dataset of Full USPTO retrosynthesis dataset with 1.9M reactions from patents (1976-2016). (1) Given the product [NH2:25][C:12]1[CH:13]=[C:14]([C:17]2[CH:22]=[CH:21][CH:20]=[CH:19][C:18]=2[O:23][CH3:24])[CH:15]=[CH:16][C:11]=1[C:9]([NH:8][C@H:7]([C:28]([O:30][CH3:31])=[O:29])[C@@H:6]([CH3:32])[O:5][C:2]([CH3:1])([CH3:3])[CH3:4])=[O:10], predict the reactants needed to synthesize it. The reactants are: [CH3:1][C:2]([O:5][C@H:6]([CH3:32])[C@@H:7]([C:28]([O:30][CH3:31])=[O:29])[NH:8][C:9]([C:11]1[CH:16]=[CH:15][C:14]([C:17]2[CH:22]=[CH:21][CH:20]=[CH:19][C:18]=2[O:23][CH3:24])=[CH:13][C:12]=1[N+:25]([O-])=O)=[O:10])([CH3:4])[CH3:3]. (2) Given the product [NH2:16][C:17]1[CH:25]=[C:24]([CH2:26][OH:27])[C:23]([C:28]([F:29])([F:30])[F:31])=[CH:22][C:18]=1[C:19]([NH:10][CH2:9][C:7]1[CH:8]=[C:3]([Cl:2])[CH:4]=[CH:5][C:6]=1[S:11]([CH2:14][CH3:15])(=[O:13])=[O:12])=[O:20], predict the reactants needed to synthesize it. The reactants are: Cl.[Cl:2][C:3]1[CH:4]=[CH:5][C:6]([S:11]([CH2:14][CH3:15])(=[O:13])=[O:12])=[C:7]([CH2:9][NH2:10])[CH:8]=1.[NH2:16][C:17]1[CH:25]=[C:24]([CH2:26][OH:27])[C:23]([C:28]([F:31])([F:30])[F:29])=[CH:22][C:18]=1[C:19](O)=[O:20].NC1C=CC(C(F)(F)F)=CC=1C(NCC1C=C(Br)C=CC=1S(CC)(=O)=O)=O.CN(C(ON1N=NC2C=CC=CC1=2)=[N+](C)C)C.F[P-](F)(F)(F)(F)F. (3) Given the product [C:10]([O:14][C:15]([N:17]1[CH2:22][CH2:21][N:20]([C:2]2[CH:9]=[CH:8][C:5]([C:6]#[N:7])=[CH:4][N:3]=2)[CH2:19][CH2:18]1)=[O:16])([CH3:13])([CH3:11])[CH3:12], predict the reactants needed to synthesize it. The reactants are: Cl[C:2]1[CH:9]=[CH:8][C:5]([C:6]#[N:7])=[CH:4][N:3]=1.[C:10]([O:14][C:15]([N:17]1[CH2:22][CH2:21][NH:20][CH2:19][CH2:18]1)=[O:16])([CH3:13])([CH3:12])[CH3:11].C(=O)([O-])[O-].[K+].[K+].CN(C)C(=O)C. (4) Given the product [CH3:59][O:60][C:61](=[O:62])[CH2:63][NH:15][C:10]1[CH:11]=[N:12][CH:13]=[CH:14][C:9]=1[C:47]1[C:42]([O:41][CH3:40])=[N:43][CH:44]=[CH:45][CH:46]=1, predict the reactants needed to synthesize it. The reactants are: FC1C(F)=CC([C:9]2[CH:14]=[CH:13][N:12]=[CH:11][C:10]=2[N:15](CCS(C)(=O)=O)C(=O)C2C=C(C(F)(F)F)N=C(C(F)(F)F)C=2)=C(OC)C=1.[CH3:40][O:41][C:42]1[C:47](B(O)O)=[CH:46][CH:45]=[CH:44][N:43]=1.CCCCCCC.C[CH2:59][O:60][C:61]([CH3:63])=[O:62]. (5) Given the product [Cl:1][C:2]1[CH:14]=[C:13]([CH2:15][OH:16])[C:12]([O:17][CH3:18])=[CH:11][C:3]=1[O:4][CH2:5][C:6]([OH:8])=[O:7], predict the reactants needed to synthesize it. The reactants are: [Cl:1][C:2]1[CH:14]=[C:13]([CH2:15][OH:16])[C:12]([O:17][CH3:18])=[CH:11][C:3]=1[O:4][CH2:5][C:6]([O:8]CC)=[O:7].O.[OH-].[Li+]. (6) Given the product [CH3:37][C:36]1[N:35]([CH3:38])[N:34]=[C:33]2[C:32]=1[C:23]1[CH:24]=[CH:25][CH:26]=[CH:27][C:22]=1[N:21]=[C:39]2[NH2:40], predict the reactants needed to synthesize it. The reactants are: C1(P(C2C=CC=CC=2)C2C=CC=CC=2)C=CC=CC=1.Cl.[NH2:21][C:22]1[CH:27]=[CH:26][CH:25]=[CH:24][C:23]=1B(O)O.Br[C:32]1[C:33]([C:39]#[N:40])=[N:34][N:35]([CH3:38])[C:36]=1[CH3:37].C(=O)([O-])[O-].[Na+].[Na+]. (7) Given the product [O:20]=[C:11]1[C:12]2[C:17](=[CH:16][CH:15]=[CH:14][CH:13]=2)[C:18](=[O:19])[N:10]1[CH2:9][CH2:8][N:7]1[C:2]2[N:1]=[C:27]([C:29]3[CH:30]=[N:31][N:32]([CH2:34][CH:35]4[CH2:39][C:38](=[O:40])[N:37]([C:41]5[CH:46]=[CH:45][CH:44]=[C:43]([C:47]([F:50])([F:48])[F:49])[CH:42]=5)[CH2:36]4)[CH:33]=3)[NH:26][C:3]=2[C:4](=[O:25])[N:5]([CH2:22][CH2:23][CH3:24])[C:6]1=[O:21], predict the reactants needed to synthesize it. The reactants are: [NH2:1][C:2]1[N:7]([CH2:8][CH2:9][N:10]2[C:18](=[O:19])[C:17]3[C:12](=[CH:13][CH:14]=[CH:15][CH:16]=3)[C:11]2=[O:20])[C:6](=[O:21])[N:5]([CH2:22][CH2:23][CH3:24])[C:4](=[O:25])[C:3]=1[NH:26][C:27]([C:29]1[CH:30]=[N:31][N:32]([CH2:34][CH:35]2[CH2:39][C:38](=[O:40])[N:37]([C:41]3[CH:46]=[CH:45][CH:44]=[C:43]([C:47]([F:50])([F:49])[F:48])[CH:42]=3)[CH2:36]2)[CH:33]=1)=O.O=P12OP3(OP(OP(O3)(O1)=O)(=O)O2)=O. (8) Given the product [OH:1][NH:2][C:3]([C:5]1[CH:30]=[CH:29][C:8]2[NH:9][C:10]([C:12]3[CH:13]=[C:14]([C:19]4[CH:20]=[CH:21][C:22]([C:25](=[NH:28])[NH:26][OH:27])=[CH:23][CH:24]=4)[CH:15]=[CH:16][C:17]=3[O:18][CH3:31])=[N:11][C:7]=2[CH:6]=1)=[NH:4], predict the reactants needed to synthesize it. The reactants are: [OH:1][NH:2][C:3]([C:5]1[CH:30]=[CH:29][C:8]2[NH:9][C:10]([C:12]3[CH:13]=[C:14]([C:19]4[CH:24]=[CH:23][C:22]([C:25](=[NH:28])[NH:26][OH:27])=[CH:21][CH:20]=4)[CH:15]=[CH:16][C:17]=3[OH:18])=[N:11][C:7]=2[CH:6]=1)=[NH:4].[C:31](C1C=CC(C2C=CC(OC)=C(C3NC4C=CC(C#N)=CC=4N=3)C=2)=CC=1)#N.C(C1C=CC(C2C=C(OC)C(O)=C(C3NC4C=CC(C#N)=CC=4N=3)C=2)=CC=1)#N. (9) Given the product [CH3:1][O:2][C:3]1[C:12]([NH:13][C:14]([N:30]2[CH2:31][CH2:32][N:27]([C:22]3[CH:23]=[CH:24][CH:25]=[CH:26][N:21]=3)[CH2:28][CH2:29]2)=[O:18])=[N:11][C:10]2[C:5](=[CH:6][CH:7]=[C:8]([O:19][CH3:20])[CH:9]=2)[N:4]=1, predict the reactants needed to synthesize it. The reactants are: [CH3:1][O:2][C:3]1[C:12]([NH:13][C:14](=[O:18])OCC)=[N:11][C:10]2[C:5](=[CH:6][CH:7]=[C:8]([O:19][CH3:20])[CH:9]=2)[N:4]=1.[N:21]1[CH:26]=[CH:25][CH:24]=[CH:23][C:22]=1[N:27]1[CH2:32][CH2:31][NH:30][CH2:29][CH2:28]1.